This data is from Catalyst prediction with 721,799 reactions and 888 catalyst types from USPTO. The task is: Predict which catalyst facilitates the given reaction. Reactant: [CH2:1]([O:8][C:9]([N:11]1[CH:16]([C:17]([OH:19])=O)[CH2:15][CH2:14][CH2:13][CH:12]1[C:20]([OH:22])=O)=[O:10])[C:2]1[CH:7]=[CH:6][CH:5]=[CH:4][CH:3]=1.[F:23][C:24]1[CH:31]=[CH:30][C:27]([CH2:28][NH2:29])=[CH:26][CH:25]=1.C(=O)([O-])O.[Na+]. Product: [CH2:1]([O:8][C:9]([N:11]1[CH:12]2[CH2:13][CH2:14][CH2:15][CH:16]1[C:17](=[O:19])[N:29]([CH2:28][C:27]1[CH:30]=[CH:31][C:24]([F:23])=[CH:25][CH:26]=1)[C:20]2=[O:22])=[O:10])[C:2]1[CH:3]=[CH:4][CH:5]=[CH:6][CH:7]=1. The catalyst class is: 152.